The task is: Predict the reactants needed to synthesize the given product.. This data is from Full USPTO retrosynthesis dataset with 1.9M reactions from patents (1976-2016). Given the product [CH:38]1([CH2:41][NH:42][C:21]2[N:20]=[C:19]([O:18][C:11]3[C:12]4[C:17](=[CH:16][CH:15]=[CH:14][CH:13]=4)[C:8]([NH:7][C:5](=[O:6])[C:4]4[CH:29]=[C:30]([N:32]5[CH2:37][CH2:36][O:35][CH2:34][CH2:33]5)[CH:31]=[C:2]([F:1])[CH:3]=4)=[CH:9][CH:10]=3)[CH:24]=[CH:23][N:22]=2)[CH2:40][CH2:39]1, predict the reactants needed to synthesize it. The reactants are: [F:1][C:2]1[CH:3]=[C:4]([CH:29]=[C:30]([N:32]2[CH2:37][CH2:36][O:35][CH2:34][CH2:33]2)[CH:31]=1)[C:5]([NH:7][C:8]1[C:17]2[C:12](=[CH:13][CH:14]=[CH:15][CH:16]=2)[C:11]([O:18][C:19]2[CH:24]=[CH:23][N:22]=[C:21](S(C)(=O)=O)[N:20]=2)=[CH:10][CH:9]=1)=[O:6].[CH:38]1([CH2:41][NH2:42])[CH2:40][CH2:39]1.